This data is from Catalyst prediction with 721,799 reactions and 888 catalyst types from USPTO. The task is: Predict which catalyst facilitates the given reaction. (1) Reactant: FC1C=C(C2N=C(SC)N=C(N3CCOC[C@@H]3C)C=2)C=NC=1.Cl[C:24]1[N:29]=[C:28]([N:30]2[CH2:35][CH2:34][O:33][CH2:32][C@@H:31]2[CH3:36])[CH:27]=[C:26]([C:37]2[CH:42]=[C:41]([F:43])[CH:40]=[CH:39][C:38]=2[S:44]([CH3:47])(=[O:46])=[O:45])[N:25]=1.[F:48][C:49]1[CH:50]=[C:51]([NH:64][C:65]([NH:67][CH2:68][CH2:69][OH:70])=[O:66])[CH:52]=[CH:53][C:54]=1B1OC(C)(C)C(C)(C)O1. Product: [F:48][C:49]1[CH:50]=[C:51]([NH:64][C:65]([NH:67][CH2:68][CH2:69][OH:70])=[O:66])[CH:52]=[CH:53][C:54]=1[C:24]1[N:25]=[C:26]([C:37]2[CH:42]=[C:41]([F:43])[CH:40]=[CH:39][C:38]=2[S:44]([CH3:47])(=[O:46])=[O:45])[CH:27]=[C:28]([N:30]2[CH2:35][CH2:34][O:33][CH2:32][C@@H:31]2[CH3:36])[N:29]=1. The catalyst class is: 240. (2) Reactant: [F:1][C:2]([F:48])([F:47])[C:3]1[CH:4]=[C:5]([CH:40]=[C:41]([C:43]([F:46])([F:45])[F:44])[CH:42]=1)[CH2:6][N:7]([CH2:21][C:22]1[C:23]([N:32]([CH2:36][CH:37]2[CH2:39][CH2:38]2)[CH2:33][CH2:34][CH3:35])=[N:24][C:25]2[C:30]([CH:31]=1)=[CH:29][CH:28]=[CH:27][CH:26]=2)[C:8]1[N:9]=[N:10][N:11]([CH2:13][C:14]([CH3:20])([CH3:19])[C:15]([O:17]C)=[O:16])[N:12]=1.O.[OH-].[Li+]. Product: [F:45][C:43]([F:44])([F:46])[C:41]1[CH:40]=[C:5]([CH:4]=[C:3]([C:2]([F:48])([F:47])[F:1])[CH:42]=1)[CH2:6][N:7]([CH2:21][C:22]1[C:23]([N:32]([CH2:36][CH:37]2[CH2:39][CH2:38]2)[CH2:33][CH2:34][CH3:35])=[N:24][C:25]2[C:30]([CH:31]=1)=[CH:29][CH:28]=[CH:27][CH:26]=2)[C:8]1[N:9]=[N:10][N:11]([CH2:13][C:14]([CH3:19])([CH3:20])[C:15]([OH:17])=[O:16])[N:12]=1. The catalyst class is: 40. (3) Reactant: C(NC(C)C)(C)C.[Li]CCCC.CCCCCC.[Cl:19][C:20]1[CH:25]=[C:24]([C:26]([F:29])([F:28])[F:27])[CH:23]=[C:22]([Cl:30])[N:21]=1.[CH3:31][Si:32](Cl)([CH3:34])[CH3:33]. Product: [Cl:19][C:20]1[C:25]([Si:32]([CH3:34])([CH3:33])[CH3:31])=[C:24]([C:26]([F:27])([F:28])[F:29])[CH:23]=[C:22]([Cl:30])[N:21]=1. The catalyst class is: 116. (4) Reactant: [C:1]([O:4][CH2:5][CH2:6][CH2:7][C:8]1[CH:13]=[CH:12][CH:11]=[C:10]([C:14]#[N:15])[N:9]=1)(=[O:3])[CH3:2].[C:16](OC)(=[O:24])[C:17]1[C:18](=[CH:20][CH:21]=[CH:22][CH:23]=1)[SH:19].C(N(CC)CC)C. The catalyst class is: 11. Product: [C:1]([O:4][CH2:5][CH2:6][CH2:7][C:8]1[CH:13]=[CH:12][CH:11]=[C:10]([C:14]2[S:19][C:18]3[CH:20]=[CH:21][CH:22]=[CH:23][C:17]=3[C:16](=[O:24])[N:15]=2)[N:9]=1)(=[O:3])[CH3:2]. (5) Reactant: [Br:1][CH2:2][C:3]1[C:12]2[C:7](=[CH:8][CH:9]=[CH:10][CH:11]=2)[C:6]([C:13]#N)=[CH:5][CH:4]=1.CC(C[AlH]CC(C)C)C.Cl.[OH2:25]. Product: [Br:1][CH2:2][C:3]1[C:12]2[C:7](=[CH:8][CH:9]=[CH:10][CH:11]=2)[C:6]([CH:13]=[O:25])=[CH:5][CH:4]=1. The catalyst class is: 11. (6) Reactant: [OH:1][CH2:2][C:3]1[CH:8]=[CH:7][CH:6]=[C:5]([CH2:9][OH:10])[C:4]=1[Br:11].C1C=C[NH+]=CC=1.[O-][Cr](Cl)(=O)=O. Product: [Br:11][C:4]1[C:5]([CH:9]=[O:10])=[CH:6][CH:7]=[CH:8][C:3]=1[CH:2]=[O:1]. The catalyst class is: 2. (7) Reactant: [O:1]1[CH:5]=[C:4]([C:6](Cl)=[O:7])[C:3]2[CH:9]=[CH:10][CH:11]=[CH:12][C:2]1=2.C(N(CC)CC)C.[CH3:20][C:21]([C:23]1[C:28]([NH2:29])=[CH:27][C:26]2[O:30][CH2:31][O:32][C:25]=2[CH:24]=1)=[O:22]. Product: [C:21]([C:23]1[C:28]([NH:29][C:6]([C:4]2[C:3]3[CH:9]=[CH:10][CH:11]=[CH:12][C:2]=3[O:1][CH:5]=2)=[O:7])=[CH:27][C:26]2[O:30][CH2:31][O:32][C:25]=2[CH:24]=1)(=[O:22])[CH3:20]. The catalyst class is: 11. (8) Reactant: [Cl:1][C:2]1[CH:20]=[CH:19][C:5]([C:6]([NH:8][C:9]2[CH:14]=[C:13]([N+:15]([O-])=O)[CH:12]=[CH:11][C:10]=2[Cl:18])=[O:7])=[CH:4][CH:3]=1.O.O.[Sn](Cl)Cl.C(Cl)Cl. Product: [NH2:15][C:13]1[CH:12]=[CH:11][C:10]([Cl:18])=[C:9]([NH:8][C:6](=[O:7])[C:5]2[CH:19]=[CH:20][C:2]([Cl:1])=[CH:3][CH:4]=2)[CH:14]=1. The catalyst class is: 8. (9) Reactant: C(CC([N:6]1[CH2:11][CH2:10][CH:9]([NH:12][C:13]2[C:14]3[CH:31]=[CH:30][N:29](S(C4C=CC(C)=CC=4)(=O)=O)[C:15]=3[N:16]=[C:17]([NH:19][C:20]3[CH:28]=[CH:27][C:23]([C:24]([NH2:26])=[O:25])=[CH:22][CH:21]=3)[N:18]=2)[CH2:8][CH2:7]1)=O)#N.[OH-].[K+]. Product: [NH:6]1[CH2:7][CH2:8][CH:9]([NH:12][C:13]2[C:14]3[CH:31]=[CH:30][NH:29][C:15]=3[N:16]=[C:17]([NH:19][C:20]3[CH:28]=[CH:27][C:23]([C:24]([NH2:26])=[O:25])=[CH:22][CH:21]=3)[N:18]=2)[CH2:10][CH2:11]1. The catalyst class is: 169.